This data is from Full USPTO retrosynthesis dataset with 1.9M reactions from patents (1976-2016). The task is: Predict the reactants needed to synthesize the given product. (1) Given the product [Cl-:46].[C:22]([C:25]1[CH:26]=[C:27]([CH:31]=[CH:32][CH:33]=1)[C:28]([NH:1][C:2]1[CH:3]=[CH:4][C:5]([NH:8][C:9]2[C:18]3[C:13](=[CH:14][CH:15]=[C:16]([N:19]([CH3:21])[CH3:20])[CH:17]=3)[NH+:12]=[CH:11][CH:10]=2)=[CH:6][CH:7]=1)=[O:29])(=[O:24])[CH3:23], predict the reactants needed to synthesize it. The reactants are: [NH2:1][C:2]1[CH:7]=[CH:6][C:5]([NH:8][C:9]2[C:18]3[C:13](=[CH:14][CH:15]=[C:16]([N:19]([CH3:21])[CH3:20])[CH:17]=3)[N:12]=[CH:11][CH:10]=2)=[CH:4][CH:3]=1.[C:22]([C:25]1[CH:26]=[C:27]([CH:31]=[CH:32][CH:33]=1)[C:28](O)=[O:29])(=[O:24])[CH3:23].CCN=C=NCCCN(C)C.C(Cl)[Cl:46].CO. (2) Given the product [OH:11][C:12]1[CH:19]=[CH:18][C:15]([CH2:16][Br:2])=[CH:14][CH:13]=1, predict the reactants needed to synthesize it. The reactants are: P(Br)(Br)[Br:2].N1C=CC=CC=1.[OH:11][C:12]1[CH:19]=[CH:18][C:15]([CH2:16]O)=[CH:14][CH:13]=1. (3) The reactants are: [Br:1][C:2]1[CH:7]=[CH:6][C:5](I)=[CH:4][CH:3]=1.C[Si](C)(C)[C:11]#[C:12][CH3:13].C(N(CC)CC)C.[F-].F[N+](F)(F)F.O1CCCC1. Given the product [Br:1][C:2]1[CH:7]=[CH:6][C:5]([C:11]#[C:12][CH3:13])=[CH:4][CH:3]=1, predict the reactants needed to synthesize it.